Task: Predict which catalyst facilitates the given reaction.. Dataset: Catalyst prediction with 721,799 reactions and 888 catalyst types from USPTO (1) Reactant: [N+:1]([C:4]1[CH:9]=[CH:8][C:7]([N:10]2[CH2:14][CH2:13][CH:12]([N:15]3[CH:19]4[CH2:20][CH2:21][CH:16]3[CH2:17][CH2:18]4)[C:11]2=O)=[CH:6][CH:5]=1)([O-])=O.B.C1COCC1.Cl. Product: [CH:19]12[N:15]([CH:12]3[CH2:13][CH2:14][N:10]([C:7]4[CH:6]=[CH:5][C:4]([NH2:1])=[CH:9][CH:8]=4)[CH2:11]3)[CH:16]([CH2:21][CH2:20]1)[CH2:17][CH2:18]2. The catalyst class is: 20. (2) Product: [NH:1]1[C:2]2[C:15]3[C:14](=[O:16])[C:13]4[C:8]([C:7](=[O:17])[C:6]=3[CH:5]=[CH:4][C:3]=2[NH:18][C:20](=[O:21])[C:19]1=[O:23])=[CH:9][CH:10]=[CH:11][CH:12]=4. Reactant: [NH2:1][C:2]1[C:15]2[C:14](=[O:16])[C:13]3[C:8](=[CH:9][CH:10]=[CH:11][CH:12]=3)[C:7](=[O:17])[C:6]=2[CH:5]=[CH:4][C:3]=1[NH2:18].[C:19](O)(=[O:23])[C:20](O)=[O:21].S(=O)(=O)(O)O. The catalyst class is: 9. (3) Reactant: C1([Li])C=CC=CC=1.[CH:8]1[N:9]=[CH:10][N:11]2[CH:16]=[CH:15][CH:14]=[CH:13][C:12]=12.[O:17]=[C:18]1[CH2:23][CH2:22][N:21]([C:24]([O:26][C:27]([CH3:30])([CH3:29])[CH3:28])=[O:25])[CH2:20][CH2:19]1. Product: [OH:17][C:18]1([C:10]2[N:11]3[CH:16]=[CH:15][CH:14]=[CH:13][C:12]3=[CH:8][N:9]=2)[CH2:19][CH2:20][N:21]([C:24]([O:26][C:27]([CH3:30])([CH3:29])[CH3:28])=[O:25])[CH2:22][CH2:23]1. The catalyst class is: 165. (4) Reactant: [Cl:1][C:2]1[CH:16]=[CH:15][C:5]([CH2:6][O:7][C:8]2[CH:13]=[CH:12][NH:11][C:10](=[O:14])[CH:9]=2)=[CH:4][CH:3]=1.Br[C:18]1[N:19]=[CH:20][C:21]2[N:22]([C:24]([CH3:30])=[C:25]([CH:27]3[CH2:29][CH2:28]3)[N:26]=2)[CH:23]=1.CNCCNC.C(=O)([O-])[O-].[K+].[K+].N. Product: [Cl:1][C:2]1[CH:16]=[CH:15][C:5]([CH2:6][O:7][C:8]2[CH:13]=[CH:12][N:11]([C:18]3[N:19]=[CH:20][C:21]4[N:22]([C:24]([CH3:30])=[C:25]([CH:27]5[CH2:29][CH2:28]5)[N:26]=4)[CH:23]=3)[C:10](=[O:14])[CH:9]=2)=[CH:4][CH:3]=1. The catalyst class is: 419. (5) Reactant: [N+:1]([C:4]1[CH:5]=[N:6][NH:7][CH:8]=1)([O-:3])=[O:2].[H-].[Na+].I[CH2:12][CH3:13]. Product: [CH2:12]([N:6]1[CH:5]=[C:4]([N+:1]([O-:3])=[O:2])[CH:8]=[N:7]1)[CH3:13]. The catalyst class is: 3.